From a dataset of Reaction yield outcomes from USPTO patents with 853,638 reactions. Predict the reaction yield, written as a fraction of the theoretical maximum amount of product (1.0 means a 100% yield; for example, 0.34 means a 34% yield). (1) The reactants are [C:1]([OH:4])(=[O:3])[CH3:2].Br[C:6]1[CH:7]=[C:8]([C:12]2([CH:22]3[CH2:24][CH2:23]3)[C:20]3[C:15](=[CH:16][CH:17]=[CH:18][CH:19]=3)[C:14]([NH2:21])=[N:13]2)[CH:9]=[CH:10][CH:11]=1.[CH3:25][O:26][C:27]1[CH:34]=[CH:33][C:30]([C:31]#[N:32])=[C:29](B2OC(C)(C)C(C)(C)O2)[CH:28]=1. No catalyst specified. The product is [C:1]([OH:4])(=[O:3])[CH3:2].[NH2:21][C:14]1[C:15]2[C:20](=[CH:19][CH:18]=[CH:17][CH:16]=2)[C:12]([C:8]2[CH:7]=[C:6]([C:33]3[C:30]([C:31]#[N:32])=[CH:29][CH:28]=[C:27]([O:26][CH3:25])[CH:34]=3)[CH:11]=[CH:10][CH:9]=2)([CH:22]2[CH2:23][CH2:24]2)[N:13]=1. The yield is 0.510. (2) The reactants are [OH:1][N:2]=[C:3]([NH2:7])[CH:4]([OH:6])[CH3:5].[Cl:8][C:9]1[CH:10]=[C:11]([CH:15]=[CH:16][CH:17]=1)[C:12](Cl)=O.CCOCC.C([O-])(=O)C.[Na+]. The catalyst is C1COCC1.O. The product is [Cl:8][C:9]1[CH:10]=[C:11]([C:12]2[O:1][N:2]=[C:3]([CH:4]([OH:6])[CH3:5])[N:7]=2)[CH:15]=[CH:16][CH:17]=1. The yield is 0.250. (3) The reactants are [Br:1][C:2]1[C:23]([Cl:24])=[CH:22][C:5]2[N:6]([CH2:9][C:10]3[CH:21]=[CH:20][C:13]4[N:14]=[C:15](S(C)=O)[O:16][C:12]=4[CH:11]=3)[CH:7]=[N:8][C:4]=2[CH:3]=1.[NH2:25][C@@H:26]1[CH2:31][CH2:30][CH2:29][CH2:28][C@H:27]1[OH:32].CCN(C(C)C)C(C)C.O. The catalyst is CC(N(C)C)=O. The product is [Br:1][C:2]1[C:23]([Cl:24])=[CH:22][C:5]2[N:6]([CH2:9][C:10]3[CH:21]=[CH:20][C:13]4[N:14]=[C:15]([NH:25][C@@H:26]5[CH2:31][CH2:30][CH2:29][CH2:28][C@H:27]5[OH:32])[O:16][C:12]=4[CH:11]=3)[CH:7]=[N:8][C:4]=2[CH:3]=1. The yield is 0.823. (4) The reactants are C[O:2][C:3]([CH:5]1[CH2:9][CH:8]([N:10]([C:20]([O:22][C:23]([CH3:26])([CH3:25])[CH3:24])=[O:21])[CH2:11][C:12]2[CH:17]=[CH:16][C:15]([F:18])=[CH:14][C:13]=2[F:19])[CH2:7][N:6]1[CH2:27][C:28]1[CH:33]=[CH:32][CH:31]=[CH:30][CH:29]=1)=[O:4].[Li+].[OH-]. The catalyst is CO. The product is [CH2:27]([N:6]1[CH2:7][CH:8]([N:10]([C:20]([O:22][C:23]([CH3:24])([CH3:25])[CH3:26])=[O:21])[CH2:11][C:12]2[CH:17]=[CH:16][C:15]([F:18])=[CH:14][C:13]=2[F:19])[CH2:9][CH:5]1[C:3]([OH:4])=[O:2])[C:28]1[CH:29]=[CH:30][CH:31]=[CH:32][CH:33]=1. The yield is 0.930. (5) The reactants are [N:1]1[C:10]2[C:5](=[CH:6][CH:7]=[CH:8][C:9]=2[OH:11])[CH:4]=[CH:3][C:2]=1[OH:12].[CH:13]1[CH:18]=[CH:17][C:16]([CH2:19]Br)=[CH:15][CH:14]=1.C1CCN2C(=NCCC2)CC1. The catalyst is CC(O)C. The product is [CH2:19]([O:11][C:9]1[CH:8]=[CH:7][CH:6]=[C:5]2[C:10]=1[N:1]=[C:2]([OH:12])[CH:3]=[CH:4]2)[C:16]1[CH:17]=[CH:18][CH:13]=[CH:14][CH:15]=1. The yield is 0.850. (6) The reactants are [F:1][C:2]([F:31])([F:30])[C:3]1[C:11]([C:12]#[N:13])=[CH:10][CH:9]=[C:8]2[C:4]=1[CH:5]=[CH:6][N:7]2[CH2:14][C:15]1[N:19]=[C:18]([C:20]2[CH:25]=[CH:24][CH:23]=[C:22]([C:26]([F:29])([F:28])[F:27])[CH:21]=2)[O:17][N:16]=1.[BH3-]C#N.[Na+]. The catalyst is C(O)(C(F)(F)F)=O. The product is [F:31][C:2]([F:1])([F:30])[C:3]1[C:11]([C:12]#[N:13])=[CH:10][CH:9]=[C:8]2[C:4]=1[CH2:5][CH2:6][N:7]2[CH2:14][C:15]1[N:19]=[C:18]([C:20]2[CH:25]=[CH:24][CH:23]=[C:22]([C:26]([F:28])([F:29])[F:27])[CH:21]=2)[O:17][N:16]=1. The yield is 0.520. (7) The product is [Br:25][C:22]1[CH:23]=[CH:24][C:19]([C:9]2[C:10]3[CH:16]=[C:15]([O:17][CH3:18])[CH:14]=[CH:13][C:11]=3[N:12]3[C:1]([CH3:2])=[N:4][N:5]=[C:6]3[C@H:7]([CH2:26][C:27]([O:29][CH3:30])=[O:28])[N:8]=2)=[CH:20][CH:21]=1. The reactants are [C:1]([NH:4][N:5]=[C:6]1[NH:12][C:11]2[CH:13]=[CH:14][C:15]([O:17][CH3:18])=[CH:16][C:10]=2[C:9]([C:19]2[CH:24]=[CH:23][C:22]([Br:25])=[CH:21][CH:20]=2)=[N:8][C@H:7]1[CH2:26][C:27]([O:29][CH3:30])=[O:28])(=O)[CH3:2].C(O)(=O)C. The catalyst is C1COCC1. The yield is 0.729. (8) The reactants are [OH:1][C:2]([CH3:35])([CH3:34])[CH2:3][C@@:4]1([C:28]2[CH:33]=[CH:32][CH:31]=[CH:30][CH:29]=2)[O:9][C:8](=[O:10])[N:7]([C@H:11]([C:13]2[CH:18]=[CH:17][C:16](B3OC(C)(C)C(C)(C)O3)=[CH:15][CH:14]=2)[CH3:12])[CH2:6][CH2:5]1.Cl[C:37]1[N:42]=[N:41][C:40]([C:43]2([C:46]#[N:47])[CH2:45][CH2:44]2)=[CH:39][CH:38]=1. No catalyst specified. The product is [OH:1][C:2]([CH3:35])([CH3:34])[CH2:3][C@@:4]1([C:28]2[CH:33]=[CH:32][CH:31]=[CH:30][CH:29]=2)[O:9][C:8](=[O:10])[N:7]([C@H:11]([C:13]2[CH:14]=[CH:15][C:16]([C:37]3[N:42]=[N:41][C:40]([C:43]4([C:46]#[N:47])[CH2:44][CH2:45]4)=[CH:39][CH:38]=3)=[CH:17][CH:18]=2)[CH3:12])[CH2:6][CH2:5]1. The yield is 0.510.